This data is from Full USPTO retrosynthesis dataset with 1.9M reactions from patents (1976-2016). The task is: Predict the reactants needed to synthesize the given product. (1) The reactants are: [F:1][C:2]1[CH:29]=[CH:28][CH:27]=[CH:26][C:3]=1[CH2:4][N:5]1[C:9]2=[N:10][CH:11]=[CH:12][CH:13]=[C:8]2[C:7]([C:14]2[N:22]=[C:21]3[C:17]([N:18]([CH3:24])[C:19](=[O:23])[NH:20]3)=[C:16](I)[N:15]=2)=[N:6]1.[NH2:30][CH2:31][CH2:32][OH:33]. Given the product [F:1][C:2]1[CH:29]=[CH:28][CH:27]=[CH:26][C:3]=1[CH2:4][N:5]1[C:9]2=[N:10][CH:11]=[CH:12][CH:13]=[C:8]2[C:7]([C:14]2[N:22]=[C:21]3[C:17]([N:18]([CH3:24])[C:19](=[O:23])[NH:20]3)=[C:16]([NH:30][CH2:31][CH2:32][OH:33])[N:15]=2)=[N:6]1, predict the reactants needed to synthesize it. (2) Given the product [ClH:18].[NH2:4][C:5]1[CH:6]=[CH:7][C:8]([CH2:11][CH2:12][C:13]([O:15][CH2:16][CH3:17])=[O:14])=[CH:9][CH:10]=1, predict the reactants needed to synthesize it. The reactants are: C([NH:4][C:5]1[CH:10]=[CH:9][C:8]([CH2:11][CH2:12][C:13]([O:15][CH2:16][CH3:17])=[O:14])=[CH:7][CH:6]=1)(=O)C.[ClH:18]. (3) Given the product [CH2:14]([O:12][C:11](=[O:13])[C@@H:9]([CH3:10])[NH:8][C:1]([O:3][C:4]([CH3:7])([CH3:5])[CH3:6])=[O:2])[CH3:15], predict the reactants needed to synthesize it. The reactants are: [C:1]([NH:8][C@@H:9]([C:11]([OH:13])=[O:12])[CH3:10])([O:3][C:4]([CH3:7])([CH3:6])[CH3:5])=[O:2].[CH2:14](O)[CH3:15].C1(N=C=NC2CCCCC2)CCCCC1. (4) Given the product [Br:1][C:2]1[CH:10]=[CH:9][CH:8]=[C:4]2[C:3]=1[CH:11]=[C:12]([CH:14]1[CH2:19][CH2:18][N:17]([CH3:20])[CH2:16][CH2:15]1)[NH:13][C:5]2=[O:7], predict the reactants needed to synthesize it. The reactants are: [Br:1][C:2]1[C:3]([CH3:11])=[C:4]([CH:8]=[CH:9][CH:10]=1)[C:5]([OH:7])=O.[C:12]([CH:14]1[CH2:19][CH2:18][N:17]([CH3:20])[CH2:16][CH2:15]1)#[N:13]. (5) Given the product [CH2:1]([C:3]1[C:8](=[O:9])[N:7]2[N:10]=[CH:11][C:12]([C:13]3[CH:14]=[N:15][N:16]([C:18]4[CH:23]=[CH:22][CH:21]=[CH:20][N:19]=4)[CH:17]=3)=[C:6]2[NH:5][C:4]=1[CH2:24][OH:25])[CH3:2], predict the reactants needed to synthesize it. The reactants are: [CH2:1]([C:3]1[C:8](=[O:9])[N:7]2[N:10]=[CH:11][C:12]([C:13]3[CH:14]=[N:15][N:16]([C:18]4[CH:23]=[CH:22][CH:21]=[CH:20][N:19]=4)[CH:17]=3)=[C:6]2[NH:5][C:4]=1[C:24](O)=[O:25])[CH3:2]. (6) Given the product [NH2:1][C:2]1[C:11]([CH2:22][CH:23]([CH3:28])[CH3:24])=[CH:10][C:5]([C:6]([O:8][CH3:9])=[O:7])=[C:4]([Cl:12])[C:3]=1[C:13]#[C:14][Si:15]([CH3:16])([CH3:18])[CH3:17], predict the reactants needed to synthesize it. The reactants are: [NH2:1][C:2]1[CH:11]=[CH:10][C:5]([C:6]([O:8][CH3:9])=[O:7])=[C:4]([Cl:12])[C:3]=1[C:13]#[C:14][Si:15]([CH3:18])([CH3:17])[CH3:16].NC1C(CC(C)C)=[CH:28][C:23]([C:24](OC)=O)=[C:22](Cl)C=1I.NC1C=CC(C(OC)=O)=C(Cl)C=1I.NC1C(I)=CC(C(OC)=O)=C(Cl)C=1. (7) Given the product [CH3:26][O:25][C:19]1[CH:18]=[C:17]([S:14]([N:11]2[CH:12]=[CH:13][C:9]([CH2:8][CH2:7][CH2:6][CH2:5][CH2:4][NH2:1])=[CH:10]2)(=[O:15])=[O:16])[CH:22]=[CH:21][C:20]=1[O:23][CH3:24], predict the reactants needed to synthesize it. The reactants are: [N:1]([CH2:4][CH2:5][CH2:6][CH2:7][CH2:8][C:9]1[CH:13]=[CH:12][N:11]([S:14]([C:17]2[CH:22]=[CH:21][C:20]([O:23][CH3:24])=[C:19]([O:25][CH3:26])[CH:18]=2)(=[O:16])=[O:15])[CH:10]=1)=[N+]=[N-]. (8) Given the product [Br:1][C:2]1[CH:3]=[CH:4][C:5]([C:8]2([F:21])[CH2:11][S:10](=[O:13])(=[O:12])[CH2:9]2)=[N:6][CH:7]=1, predict the reactants needed to synthesize it. The reactants are: [Br:1][C:2]1[CH:3]=[CH:4][C:5]([C:8]2(O)[CH2:11][S:10](=[O:13])(=[O:12])[CH2:9]2)=[N:6][CH:7]=1.C(N(S(F)(F)[F:21])CC)C. (9) Given the product [F:39][C:38]([F:40])([F:41])[C:29]1[CH:30]=[CH:31][C:32]([C:34]([F:37])([F:35])[F:36])=[CH:33][C:28]=1[CH2:27][N:3]1[CH2:8][CH2:7][CH:6](/[CH:9]=[C:10]2/[C:11]([NH:16][CH2:17][C:18]#[CH:19])=[N:12][C:13](=[O:15])[S:14]/2)[CH2:5][CH2:4]1, predict the reactants needed to synthesize it. The reactants are: Cl.Cl.[NH:3]1[CH2:8][CH2:7][CH:6](/[CH:9]=[C:10]2/[C:11]([NH:16][CH2:17][C:18]#[CH:19])=[N:12][C:13](=[O:15])[S:14]/2)[CH2:5][CH2:4]1.C(=O)([O-])[O-].[K+].[K+].Br[CH2:27][C:28]1[CH:33]=[C:32]([C:34]([F:37])([F:36])[F:35])[CH:31]=[CH:30][C:29]=1[C:38]([F:41])([F:40])[F:39].O.